Dataset: Forward reaction prediction with 1.9M reactions from USPTO patents (1976-2016). Task: Predict the product of the given reaction. The product is: [Br:1][C:2]1[CH:7]=[CH:6][C:5]([Br:8])=[CH:4][C:3]=1[O:12][CH2:11][CH2:10][OH:13]. Given the reactants [Br:1][C:2]1[CH:7]=[CH:6][C:5]([Br:8])=[CH:4][C:3]=1F.[CH2:10]([OH:13])[CH2:11][OH:12].CC([O-])(C)C.[K+].O, predict the reaction product.